The task is: Predict the reaction yield, written as a fraction of the theoretical maximum amount of product (1.0 means a 100% yield; for example, 0.34 means a 34% yield).. This data is from Reaction yield outcomes from USPTO patents with 853,638 reactions. (1) The reactants are Cl[CH2:2][CH2:3][CH:4]1[S:8][C:7]([C:9]2[NH:10][C:11]3[C:16]([CH:17]=2)=[CH:15][CH:14]=[CH:13][C:12]=3[N:18]([CH3:27])[S:19]([C:22]2[S:23][CH:24]=[CH:25][CH:26]=2)(=[O:21])=[O:20])=[N:6][CH2:5]1.C(=O)([O-])[O-].[K+].[K+].[SH:34][CH2:35][C:36]([O:38][CH2:39][CH3:40])=[O:37]. The catalyst is CN(C)C=O.C(OCC)(=O)C. The product is [CH3:27][N:18]([S:19]([C:22]1[S:23][CH:24]=[CH:25][CH:26]=1)(=[O:21])=[O:20])[C:12]1[CH:13]=[CH:14][CH:15]=[C:16]2[C:11]=1[NH:10][C:9]([C:7]1[S:8][CH:4]([CH2:3][CH2:2][S:34][CH2:35][C:36]([O:38][CH2:39][CH3:40])=[O:37])[CH2:5][N:6]=1)=[CH:17]2. The yield is 0.500. (2) The reactants are CC([Si](C)(C)[O:6][CH2:7][C:8]1[CH:9]=[C:10]([C:14]2[CH:19]=[CH:18][CH:17]=[C:16]([C:20]([NH2:22])=O)[C:15]=2[F:23])[CH:11]=[CH:12][CH:13]=1)(C)C. The catalyst is C1COCC1. The product is [NH2:22][CH2:20][C:16]1[C:15]([F:23])=[C:14]([C:10]2[CH:11]=[CH:12][CH:13]=[C:8]([CH2:7][OH:6])[CH:9]=2)[CH:19]=[CH:18][CH:17]=1. The yield is 0.330. (3) The yield is 0.950. The catalyst is C(O)C.O. The reactants are C([O:3][C:4](=[O:30])[C:5]([CH3:29])([CH3:28])[CH2:6][CH2:7][CH2:8][CH2:9][C:10]1([CH2:16][CH2:17][CH2:18][CH2:19][C:20]([C:23]([O:25]CC)=[O:24])([CH3:22])[CH3:21])[S:15][CH2:14][CH2:13][CH2:12][S:11]1)C.[OH-].[K+].Cl. The product is [C:23]([C:20]([CH3:22])([CH3:21])[CH2:19][CH2:18][CH2:17][CH2:16][C:10]1([CH2:9][CH2:8][CH2:7][CH2:6][C:5]([CH3:29])([CH3:28])[C:4]([OH:30])=[O:3])[S:15][CH2:14][CH2:13][CH2:12][S:11]1)([OH:25])=[O:24].